This data is from Forward reaction prediction with 1.9M reactions from USPTO patents (1976-2016). The task is: Predict the product of the given reaction. (1) The product is: [CH3:1][O:2][C:3]1[CH:4]=[CH:5][C:6]([C:7](=[O:9])[CH2:29][C:28]([O:27][CH2:25][CH3:26])=[O:33])=[CH:10][CH:11]=1. Given the reactants [CH3:1][O:2][C:3]1[CH:11]=[CH:10][C:6]([C:7]([OH:9])=O)=[CH:5][CH:4]=1.C(N1C=CN=C1)(N1C=CN=C1)=O.[Mg+].[CH2:25]([O:27][C:28](=[O:33])[CH2:29]C([O-])=O)[CH3:26].Cl, predict the reaction product. (2) Given the reactants C[O:2][C:3]1[CH:21]=[CH:20][C:6]2[N:7]=[C:8]([C:10]3[CH:19]=[CH:18][C:13]([C:14]([O:16]C)=[O:15])=[CH:12][CH:11]=3)[S:9][C:5]=2[CH:4]=1.B(Br)(Br)Br, predict the reaction product. The product is: [OH:2][C:3]1[CH:21]=[CH:20][C:6]2[N:7]=[C:8]([C:10]3[CH:19]=[CH:18][C:13]([C:14]([OH:16])=[O:15])=[CH:12][CH:11]=3)[S:9][C:5]=2[CH:4]=1. (3) Given the reactants Br[C:2]1[CH2:3][C:4]2[C:9]([CH:10]=1)=[C:8]([CH3:11])[CH:7]=[CH:6][C:5]=2[CH3:12].[CH:13]1([Mg]Br)[CH2:15][CH2:14]1.[NH4+].[Cl-], predict the reaction product. The product is: [CH:13]1([C:2]2[CH2:3][C:4]3[C:9]([CH:10]=2)=[C:8]([CH3:11])[CH:7]=[CH:6][C:5]=3[CH3:12])[CH2:15][CH2:14]1. (4) Given the reactants Br[C:2]1[CH:7]=[CH:6][C:5]([C:8]2[O:12][N:11]=[C:10]([CH3:13])[C:9]=2[NH:14][CH:15]([CH3:22])[CH2:16][CH2:17][CH:18]=[C:19]([CH3:21])[CH3:20])=[CH:4][CH:3]=1.[CH2:23]([O:25][C:26](=[O:46])[CH2:27][C:28]1([C:31]2[CH:36]=[CH:35][C:34](B3OC(C)(C)C(C)(C)O3)=[CH:33][CH:32]=2)[CH2:30][CH2:29]1)[CH3:24], predict the reaction product. The product is: [CH2:23]([O:25][C:26](=[O:46])[CH2:27][C:28]1([C:31]2[CH:36]=[CH:35][C:34]([C:2]3[CH:7]=[CH:6][C:5]([C:8]4[O:12][N:11]=[C:10]([CH3:13])[C:9]=4[NH:14][CH:15]([CH3:22])[CH2:16][CH2:17][CH:18]=[C:19]([CH3:21])[CH3:20])=[CH:4][CH:3]=3)=[CH:33][CH:32]=2)[CH2:30][CH2:29]1)[CH3:24]. (5) The product is: [NH2:23][C:24](=[O:57])[CH2:25][N:26]([CH3:56])[C:27]([C:29]1[CH:37]=[C:36]2[C:32]([C:33]([S:53]([CH3:55])=[O:54])=[CH:34][N:35]2[C:38]2[N:43]=[CH:42][C:41]([C:44]3[CH:49]=[C:48]([CH3:2])[CH:47]=[CH:46][C:45]=3[F:52])=[CH:40][N:39]=2)=[CH:31][CH:30]=1)=[O:28]. Given the reactants Br[C:2]1C=NC(N2C3C(=CC=C(C(OC)=O)C=3)C(SC)=C2)=NC=1.[NH2:23][C:24](=[O:57])[CH2:25][N:26]([CH3:56])[C:27]([C:29]1[CH:37]=[C:36]2[C:32]([C:33]([S:53]([CH3:55])=[O:54])=[CH:34][N:35]2[C:38]2[N:43]=[CH:42][C:41]([C:44]3[CH:49]=[C:48](OC)[CH:47]=[CH:46][C:45]=3[F:52])=[CH:40][N:39]=2)=[CH:31][CH:30]=1)=[O:28].C1C=C(Cl)C=C(C(OO)=O)C=1.Cl.CNCC(OC)=O.FC1C=CC(C)=CC=1C1C=NC(N2C3C(=CC=C(C(N(CC(OC)=O)C)=O)C=3)C(S(C)=O)=C2)=NC=1, predict the reaction product. (6) Given the reactants [NH2:1][C:2]1[CH:3]=[C:4]([N:9]2[C:14]3[CH:15]=[CH:16][C:17]([NH:19][S:20]([CH3:23])(=[O:22])=[O:21])=[CH:18][C:13]=3[O:12][C:11]([CH3:25])([CH3:24])[C:10]2=[O:26])[CH:5]=[CH:6][C:7]=1[F:8].N1C=CC=CC=1.[C:33](Cl)(=[O:35])[CH3:34], predict the reaction product. The product is: [CH3:25][C:11]1([CH3:24])[C:10](=[O:26])[N:9]([C:4]2[CH:5]=[CH:6][C:7]([F:8])=[C:2]([NH:1][C:33](=[O:35])[CH3:34])[CH:3]=2)[C:14]2[CH:15]=[CH:16][C:17]([NH:19][S:20]([CH3:23])(=[O:22])=[O:21])=[CH:18][C:13]=2[O:12]1.